From a dataset of Forward reaction prediction with 1.9M reactions from USPTO patents (1976-2016). Predict the product of the given reaction. (1) Given the reactants [C:1]([CH2:3][C:4]1[N:5]=[C:6]([C:9]2[CH:14]=[CH:13][C:12](Br)=[CH:11][CH:10]=2)[S:7][CH:8]=1)#[N:2].C[Sn](C)(C)[C:18]1[CH:23]=[CH:22][C:21]([N:24]2[CH2:28][C@H:27]([CH2:29][C:30](=[O:34])[C:31]([NH2:33])=[O:32])[O:26][CH2:25]2)=[CH:20][C:19]=1[F:35], predict the reaction product. The product is: [C:1]([CH2:3][C:4]1[N:5]=[C:6]([C:9]2[CH:14]=[CH:13][C:12]([C:18]3[CH:23]=[CH:22][C:21]([N:24]4[CH2:28][C@H:27]([CH2:29][C:30](=[O:34])[C:31]([NH2:33])=[O:32])[O:26][CH2:25]4)=[CH:20][C:19]=3[F:35])=[CH:11][CH:10]=2)[S:7][CH:8]=1)#[N:2]. (2) Given the reactants Cl[C:2]1[C:7]([O:8][CH2:9][CH2:10][O:11][C:12]2[CH:17]=[CH:16][C:15]([Cl:18])=[CH:14][CH:13]=2)=[N:6][CH:5]=[CH:4][N:3]=1.[NH:19]1[CH2:25][CH2:24][CH2:23][NH:22][CH2:21][CH2:20]1, predict the reaction product. The product is: [N:19]1([C:2]2[C:7]([O:8][CH2:9][CH2:10][O:11][C:12]3[CH:17]=[CH:16][C:15]([Cl:18])=[CH:14][CH:13]=3)=[N:6][CH:5]=[CH:4][N:3]=2)[CH2:25][CH2:24][CH2:23][NH:22][CH2:21][CH2:20]1.